This data is from Reaction yield outcomes from USPTO patents with 853,638 reactions. The task is: Predict the reaction yield, written as a fraction of the theoretical maximum amount of product (1.0 means a 100% yield; for example, 0.34 means a 34% yield). (1) The reactants are [Cl:1][C:2]1[CH:3]=[C:4]([C:8]2[C:17]3[C:12](=[CH:13][CH:14]=[N:15][CH:16]=3)[N:11]([CH3:18])[C:10](=[O:19])[CH:9]=2)[CH:5]=[CH:6][CH:7]=1.[CH2:20]([Br:23])[CH:21]=[CH2:22]. The catalyst is C(OCC)C. The product is [Br-:23].[CH2:22]([N+:15]1[CH:16]=[C:17]2[C:12](=[CH:13][CH:14]=1)[N:11]([CH3:18])[C:10](=[O:19])[CH:9]=[C:8]2[C:4]1[CH:5]=[CH:6][CH:7]=[C:2]([Cl:1])[CH:3]=1)[CH:21]=[CH2:20]. The yield is 0.970. (2) The reactants are C(=O)([O-])[O-].[K+].[K+].CO.[Cl:9][C:10]1[CH:15]=[CH:14][C:13]([C@H:16]2[N:23]3[C:19]([S:20][C:21]([C:27]([N:29]([CH:40]([CH3:42])[CH3:41])[CH2:30][CH2:31][N:32](C)[C:33](=O)C(F)(F)F)=[O:28])=[C:22]3[CH:24]([CH3:26])[CH3:25])=[N:18][C@:17]2([C:44]2[CH:49]=[CH:48][C:47]([Cl:50])=[CH:46][CH:45]=2)[CH3:43])=[CH:12][CH:11]=1. The catalyst is O. The product is [Cl:9][C:10]1[CH:15]=[CH:14][C:13]([C@H:16]2[N:23]3[C:19]([S:20][C:21]([C:27]([N:29]([CH:40]([CH3:41])[CH3:42])[CH2:30][CH2:31][NH:32][CH3:33])=[O:28])=[C:22]3[CH:24]([CH3:26])[CH3:25])=[N:18][C@:17]2([C:44]2[CH:45]=[CH:46][C:47]([Cl:50])=[CH:48][CH:49]=2)[CH3:43])=[CH:12][CH:11]=1. The yield is 0.960. (3) The reactants are [CH3:1][N:2]1[C:6]([CH3:7])=[C:5]([C:8]2[CH:9]=[C:10]3[C:14](=[CH:15][CH:16]=2)[N:13](C(OC(C)(C)C)=O)[CH2:12][CH2:11]3)[CH:4]=[N:3]1.Cl. The catalyst is CCOC(C)=O. The product is [CH3:1][N:2]1[C:6]([CH3:7])=[C:5]([C:8]2[CH:9]=[C:10]3[C:14](=[CH:15][CH:16]=2)[NH:13][CH2:12][CH2:11]3)[CH:4]=[N:3]1. The yield is 0.740. (4) The reactants are N1C=CC=CC=1.[O:7]([Si:15]([CH3:18])([CH3:17])[CH3:16])S(C(F)(F)F)(=O)=O.[CH2:19]([C:21](O)([CH2:52][CH3:53])[C:22]#[C:23][C:24]1[CH:29]=[CH:28][C:27]([C:30]([CH2:49][CH3:50])([C:33]2[CH:38]=[CH:37][C:36]([B:39]3[O:43][C:42]([CH3:45])([CH3:44])[C:41]([CH3:47])([CH3:46])[O:40]3)=[C:35]([CH3:48])[CH:34]=2)[CH2:31][CH3:32])=[CH:26][C:25]=1[CH3:51])[CH3:20].C(=O)(O)[O-].[Na+]. The catalyst is ClCCl. The product is [CH2:31]([C:30]([C:33]1[CH:38]=[CH:37][C:36]([B:39]2[O:40][C:41]([CH3:46])([CH3:47])[C:42]([CH3:45])([CH3:44])[O:43]2)=[C:35]([CH3:48])[CH:34]=1)([C:27]1[CH:28]=[CH:29][C:24]([C:23]#[C:22][C:21]([CH2:19][CH3:20])([O:7][Si:15]([CH3:18])([CH3:17])[CH3:16])[CH2:52][CH3:53])=[C:25]([CH3:51])[CH:26]=1)[CH2:49][CH3:50])[CH3:32]. The yield is 0.790. (5) The reactants are C1(P(C2C=CC=CC=2)C2C=CC=CC=2)C=CC=CC=1.[OH:20][C:21]1[C:22]([CH2:34][CH:35]=[C:36]([CH3:39])[CH2:37]O)=[C:23]([O:32][CH3:33])[C:24]([CH3:31])=[C:25]2[C:29]=1[C:28](=[O:30])[O:27][CH2:26]2.C(Br)(Br)(Br)[Br:41]. The catalyst is ClCCl. The product is [Br:41][CH2:37][C:36]([CH3:39])=[CH:35][CH2:34][C:22]1[C:21]([OH:20])=[C:29]2[C:25]([CH2:26][O:27][C:28]2=[O:30])=[C:24]([CH3:31])[C:23]=1[O:32][CH3:33]. The yield is 0.420. (6) The reactants are [C:1]1([CH2:7][CH2:8][CH2:9][CH2:10]NC=O)[CH:6]=[CH:5][CH:4]=[CH:3][CH:2]=1.C(N(CC)CC)C.ClC(Cl)(OC(=O)OC(Cl)(Cl)Cl)Cl.[Se].[CH2:34]([N:41]=[C:42]=[Se:43])[C:35]1C=CC=CC=1. The catalyst is C(Cl)Cl. The product is [C:1]1([CH2:7][CH2:8][CH2:9][CH2:10][CH2:35][CH2:34][N:41]=[C:42]=[Se:43])[CH:2]=[CH:3][CH:4]=[CH:5][CH:6]=1. The yield is 0.950. (7) The reactants are [NH:1]1[C:9]2[C:4](=[CH:5][CH:6]=[CH:7][CH:8]=2)[C:3]([CH2:10][CH2:11][C:12]([OH:14])=[O:13])=[CH:2]1.Cl.[CH3:16]O. No catalyst specified. The product is [NH:1]1[C:9]2[C:4](=[CH:5][CH:6]=[CH:7][CH:8]=2)[C:3]([CH2:10][CH2:11][C:12]([O:14][CH3:16])=[O:13])=[CH:2]1. The yield is 1.00.